From a dataset of Forward reaction prediction with 1.9M reactions from USPTO patents (1976-2016). Predict the product of the given reaction. (1) Given the reactants [CH:1]([NH:4][C:5]1[N:6]=[C:7]2[C:13]([CH:14]=[CH:15][C:16]([NH2:18])=[O:17])=[CH:12][N:11](S(C3C=CC(C)=CC=3)(=O)=O)[C:8]2=[N:9][CH:10]=1)([CH3:3])[CH3:2].[OH-].[Li+], predict the reaction product. The product is: [CH:1]([NH:4][C:5]1[N:6]=[C:7]2[C:13]([CH:14]=[CH:15][C:16]([NH2:18])=[O:17])=[CH:12][NH:11][C:8]2=[N:9][CH:10]=1)([CH3:3])[CH3:2]. (2) Given the reactants Cl[CH2:2][C:3]1[N:4]=[C:5]([C:9]2[CH:14]=[CH:13][CH:12]=[C:11]([N+:15]([O-:17])=[O:16])[CH:10]=2)[O:6][C:7]=1[CH3:8].[O:18]=[CH:19][C:20]1[CH:28]=[CH:27][C:25]([OH:26])=[C:22]([O:23][CH3:24])[CH:21]=1.C(=O)([O-])[O-].[K+].[K+].CN(C)C=O, predict the reaction product. The product is: [CH3:24][O:23][C:22]1[CH:21]=[C:20]([CH:28]=[CH:27][C:25]=1[O:26][CH2:2][C:3]1[N:4]=[C:5]([C:9]2[CH:14]=[CH:13][CH:12]=[C:11]([N+:15]([O-:17])=[O:16])[CH:10]=2)[O:6][C:7]=1[CH3:8])[CH:19]=[O:18]. (3) Given the reactants [CH2:1]([O:3][C:4](=[O:20])[C:5]([CH3:19])([O:7][C:8]1[CH:13]=[CH:12][C:11]([CH:14]([CH3:17])[CH:15]=[O:16])=[CH:10][C:9]=1[CH3:18])[CH3:6])[CH3:2].CC(=CC)C.Cl([O-])=[O:27].[Na+].O.O.P([O-])(O)(O)=O.[Na+], predict the reaction product. The product is: [CH2:1]([O:3][C:4](=[O:20])[C:5]([O:7][C:8]1[CH:13]=[CH:12][C:11]([CH:14]([C:15]([OH:27])=[O:16])[CH3:17])=[CH:10][C:9]=1[CH3:18])([CH3:19])[CH3:6])[CH3:2]. (4) Given the reactants [NH2:1][C:2]1[CH:3]=[C:4]([C:8]2[N:9]=[C:10]([C:13]3[C:14]([NH2:19])=[N:15][CH:16]=[N:17][CH:18]=3)[S:11][CH:12]=2)[CH:5]=[CH:6][CH:7]=1.O1CCCC1.[C:25]1([CH3:34])[CH:30]=[CH:29][CH:28]=[C:27]([N:31]=[C:32]=[O:33])[CH:26]=1, predict the reaction product. The product is: [NH2:19][C:14]1[C:13]([C:10]2[S:11][CH:12]=[C:8]([C:4]3[CH:3]=[C:2]([NH:1][C:32]([NH:31][C:27]4[CH:26]=[C:25]([CH3:34])[CH:30]=[CH:29][CH:28]=4)=[O:33])[CH:7]=[CH:6][CH:5]=3)[N:9]=2)=[CH:18][N:17]=[CH:16][N:15]=1. (5) The product is: [CH3:43][C:42]([CH3:45])([CH3:44])[CH2:41][N:38]1[CH2:37][C:29]2[C:30]3[CH:31]=[N:32][NH:33][C:34]=3[CH:35]=[CH:36][C:28]=2[CH2:27][C@@H:26]([NH:25][C:3]([N:22]2[CH2:23][CH2:24][C:16]3([N:15]=[C:14]([C:8]4[CH:9]=[CH:10][CH:11]=[CH:12][CH:13]=4)[NH:18][C:17]3=[O:19])[CH2:20][CH2:21]2)=[O:4])[C:39]1=[O:40]. Given the reactants FC(F)(F)[C:3](O)=[O:4].[C:8]1([C:14]2[NH:18][C:17](=[O:19])[C:16]3([CH2:24][CH2:23][NH:22][CH2:21][CH2:20]3)[N:15]=2)[CH:13]=[CH:12][CH:11]=[CH:10][CH:9]=1.[NH2:25][C@H:26]1[C:39](=[O:40])[N:38]([CH2:41][C:42]([CH3:45])([CH3:44])[CH3:43])[CH2:37][C:29]2[C:30]3[CH:31]=[N:32][NH:33][C:34]=3[CH:35]=[CH:36][C:28]=2[CH2:27]1, predict the reaction product. (6) The product is: [CH3:1][C:2]1([CH3:6])[NH:7][C:8](=[O:9])[N:10]([C:11]2[CH:16]=[CH:15][C:14]([S:17][C:18]([F:21])([F:20])[F:19])=[CH:13][CH:12]=2)[C:3]1=[O:4]. Given the reactants [CH3:1][C:2]([NH:7][C:8]([NH:10][C:11]1[CH:16]=[CH:15][C:14]([S:17][C:18]([F:21])([F:20])[F:19])=[CH:13][CH:12]=1)=[O:9])([CH3:6])[C:3]([O-])=[O:4], predict the reaction product. (7) Given the reactants I[C:2]1[CH:7]=[C:6]([N:8]([CH3:10])[CH3:9])[CH:5]=[CH:4][N:3]=1.[C:11]1(B(O)O)[CH:16]=[CH:15][CH:14]=[CH:13][CH:12]=1.C([O-])([O-])=O.[K+].[K+], predict the reaction product. The product is: [C:11]1([C:2]2[CH:7]=[C:6]([N:8]([CH3:10])[CH3:9])[CH:5]=[CH:4][N:3]=2)[CH:16]=[CH:15][CH:14]=[CH:13][CH:12]=1. (8) Given the reactants C([O-])([O-])=O.[K+].[K+].Cl.Cl[CH2:9][CH2:10][N:11]1[CH2:15][CH2:14][CH2:13][CH2:12]1.[C:16]([C:20]1[CH:29]=[C:28]2[C:23]([C:24]([C:32]3[CH:37]=[CH:36][CH:35]=[C:34]([OH:38])[CH:33]=3)=[N:25][C:26]([S:30][CH3:31])=[N:27]2)=[C:22]([NH2:39])[C:21]=1[C:40]([NH2:42])=[O:41])([CH3:19])([CH3:18])[CH3:17], predict the reaction product. The product is: [C:16]([C:20]1[CH:29]=[C:28]2[C:23]([C:24]([C:32]3[CH:37]=[CH:36][CH:35]=[C:34]([O:38][CH2:9][CH2:10][N:11]4[CH2:15][CH2:14][CH2:13][CH2:12]4)[CH:33]=3)=[N:25][C:26]([S:30][CH3:31])=[N:27]2)=[C:22]([NH2:39])[C:21]=1[C:40]([NH2:42])=[O:41])([CH3:19])([CH3:17])[CH3:18].